Dataset: Protein-peptide binding for MDM2, ACE2, and 12ca5 with 34 validated binders. Task: Binary Classification. Given protein and peptide amino acid sequences, predict whether they interact or not. The protein target is MDM2 with sequence MCNTNMSVPTDGAVTTSQIPASEQETLVRPKPLLLKLLKSVGAQKDTYTMKEVLFYLGQYIMTKRLYDEKQQHIVYCSNDLLGDLFGVPSFSVKEHRKIYTMIYRNLVVVNQQESSDSGTSVSENRCHLEGGSDQKDLVQELQEEKPSSSHLVSRPSTSSRRRAISETEENSDELSGERQRKRHKSDSISLSFDESLALCVIREICCERSSSSESTGTPSNPDLDAGVSEHSGDWLDQDSVSDQFSVEFEVESLDSEDYSLSEEGQELSDEDDEVYQVTVYQAGESDTDSFEEDPEISLADYWKCTSCNEMNPPLPSHCNRCWALRENWLPEDKGKDKGEISEKAKLENSTQAEEGFDVPDCKKTIVNDSRESCVEENDDKITQASQSQESEDYSQPSTSSSIIYSSQEDVKEFEREETQDKEESVESSLPLNAIEPCVICQGRPKNGCIVHGKTGHLMACFTCAKKLKKRNKPCPVCRQPIQMIVLTYFP. The peptide is TSFAEYWNALAPK. The binding affinity (KD) is 8.80 nM.